Task: Predict the reactants needed to synthesize the given product.. Dataset: Full USPTO retrosynthesis dataset with 1.9M reactions from patents (1976-2016) (1) Given the product [CH2:52]([O:59][C:60](=[O:61])[NH:62][C:63]1[N:66]=[C:14]([C:8]2[S:9][C:10]3[CH2:11][CH2:12][O:13][C:4]4[CH:3]=[C:2]([Br:1])[CH:18]=[CH:17][C:5]=4[C:6]=3[N:7]=2)[N:43]([CH:38]([CH3:37])[CH3:39])[N:44]=1)[C:53]1[CH:58]=[CH:57][CH:56]=[CH:55][CH:54]=1, predict the reactants needed to synthesize it. The reactants are: [Br:1][C:2]1[CH:18]=[CH:17][C:5]2[C:6]3[N:7]=[C:8]([C:14](O)=O)[S:9][C:10]=3[CH2:11][CH2:12][O:13][C:4]=2[CH:3]=1.C(N(C(C)C)CC)(C)C.CN(C(ON1[N:44]=[N:43][C:38]2[CH:39]=CC=N[C:37]1=2)=[N+](C)C)C.F[P-](F)(F)(F)(F)F.[CH2:52]([O:59][C:60]([NH:62][C:63](=[NH:66])SC)=[O:61])[C:53]1[CH:58]=[CH:57][CH:56]=[CH:55][CH:54]=1.C(=O)(O)[O-].[Na+].Cl.C(NN)(C)C.[OH-].[Na+].[O-]Cl.[Na+]. (2) Given the product [CH3:8][O:9][C:10]1[CH:19]=[CH:18][C:13]([C:14]([O:16][CH3:17])=[O:15])=[C:12]([O:20][S:23]([C:22]([F:35])([F:34])[F:21])(=[O:25])=[O:24])[CH:11]=1, predict the reactants needed to synthesize it. The reactants are: C(N(CC)CC)C.[CH3:8][O:9][C:10]1[CH:11]=[C:12]([OH:20])[C:13](=[CH:18][CH:19]=1)[C:14]([O:16][CH3:17])=[O:15].[F:21][C:22]([F:35])([F:34])[S:23](O[S:23]([C:22]([F:35])([F:34])[F:21])(=[O:25])=[O:24])(=[O:25])=[O:24].